This data is from Forward reaction prediction with 1.9M reactions from USPTO patents (1976-2016). The task is: Predict the product of the given reaction. (1) Given the reactants O[C:2]1[CH:17]=[C:16]([OH:18])[CH:15]=[CH:14][C:3]=1[C:4]([C:6]1[CH:11]=[CH:10][C:9]([OH:12])=[CH:8][C:7]=1[OH:13])=O.C([O-])(=O)C.[Na+].Cl.[F:25][C:26]1[CH:27]=[C:28]([NH:32][NH2:33])[CH:29]=[CH:30][CH:31]=1, predict the reaction product. The product is: [F:25][C:26]1[CH:27]=[C:28]([N:32]2[C:2]3[C:3](=[CH:14][CH:15]=[C:16]([OH:18])[CH:17]=3)[C:4]([C:6]3[CH:11]=[CH:10][C:9]([OH:12])=[CH:8][C:7]=3[OH:13])=[N:33]2)[CH:29]=[CH:30][CH:31]=1. (2) Given the reactants Cl[C:2]1[N:11]=[C:10]([N:12]2[CH2:16][CH2:15][C@H:14]([NH:17][C:18](=[O:20])[CH3:19])[CH2:13]2)[C:9]2[C:4](=[C:5]([O:21][CH3:22])[CH:6]=[CH:7][CH:8]=2)[N:3]=1.[NH2:23][C:24]1[CH:31]=[CH:30][C:29]([NH2:32])=[CH:28][C:25]=1[C:26]#[N:27].C(=O)(O)[O-].[Na+], predict the reaction product. The product is: [NH2:23][C:24]1[CH:31]=[CH:30][C:29]([NH:32][C:2]2[N:11]=[C:10]([N:12]3[CH2:16][CH2:15][C@H:14]([NH:17][C:18](=[O:20])[CH3:19])[CH2:13]3)[C:9]3[C:4](=[C:5]([O:21][CH3:22])[CH:6]=[CH:7][CH:8]=3)[N:3]=2)=[CH:28][C:25]=1[C:26]#[N:27]. (3) Given the reactants [Cl:1][C:2]1[CH:3]=[CH:4][C:5]([O:15][CH2:16][CH:17]=O)=[C:6]([C:8]2[CH:13]=[CH:12][CH:11]=[CH:10][C:9]=2[Cl:14])[CH:7]=1.[Cl-].[Na+].[NH2:21][CH2:22][CH2:23][NH:24][S:25]([C:28]1[C:29]2[CH:30]=[CH:31][N:32]=[C:33]([OH:38])[C:34]=2[CH:35]=[CH:36][CH:37]=1)(=[O:27])=[O:26].[BH4-].[Na+], predict the reaction product. The product is: [ClH:1].[Cl:1][C:2]1[CH:3]=[CH:4][C:5]([O:15][CH2:16][CH2:17][NH:21][CH2:22][CH2:23][NH:24][S:25]([C:28]2[C:29]3[CH:30]=[CH:31][N:32]=[C:33]([OH:38])[C:34]=3[CH:35]=[CH:36][CH:37]=2)(=[O:26])=[O:27])=[C:6]([C:8]2[CH:13]=[CH:12][CH:11]=[CH:10][C:9]=2[Cl:14])[CH:7]=1. (4) Given the reactants [CH2:1]([O:3][C:4](=[O:18])[CH:5](Br)[C:6]([C:8]1[CH:13]=[C:12]([Cl:14])[CH:11]=[CH:10][C:9]=1[O:15][CH3:16])=O)[CH3:2].[C:19]([NH2:22])(=[S:21])[CH3:20], predict the reaction product. The product is: [Cl:14][C:12]1[CH:11]=[CH:10][C:9]([O:15][CH3:16])=[C:8]([C:6]2[N:22]=[C:19]([CH3:20])[S:21][C:5]=2[C:4]([O:3][CH2:1][CH3:2])=[O:18])[CH:13]=1. (5) Given the reactants [NH:1]1[CH2:11][CH2:10][CH2:9][CH2:8][CH:2]1[C:3]([O:5][CH2:6][CH3:7])=[O:4].[C:12]([O:16][C:17](O[C:17]([O:16][C:12]([CH3:15])([CH3:14])[CH3:13])=[O:18])=[O:18])([CH3:15])([CH3:14])[CH3:13].C(=O)=O, predict the reaction product. The product is: [C:17]([N:1]1[CH2:11][CH2:10][CH2:9][CH2:8][CH:2]1[C:3]([O:5][CH2:6][CH3:7])=[O:4])([O:16][C:12]([CH3:15])([CH3:14])[CH3:13])=[O:18]. (6) Given the reactants [CH:1]1([CH2:4][O:5][C:6]2[C:11]([CH3:12])=[CH:10][C:9]([NH2:13])=[C:8]([CH3:14])[CH:7]=2)[CH2:3][CH2:2]1.CO[CH:17](OC)[N:18]([CH3:20])[CH3:19], predict the reaction product. The product is: [CH:1]1([CH2:4][O:5][C:6]2[C:11]([CH3:12])=[CH:10][C:9]([N:13]=[CH:17][N:18]([CH3:20])[CH3:19])=[C:8]([CH3:14])[CH:7]=2)[CH2:2][CH2:3]1. (7) Given the reactants C(Cl)(Cl)Cl.[F:5][C:6]([F:23])([F:22])[C:7]1[CH:12]=[CH:11][C:10]([CH:13]2[C:17]([OH:18])=[C:16]([C:19]([CH3:21])=[O:20])[CH2:15][S:14]2)=[CH:9][CH:8]=1.S(Cl)(Cl)(=O)=O, predict the reaction product. The product is: [F:22][C:6]([F:5])([F:23])[C:7]1[CH:8]=[CH:9][C:10]([C:13]2[S:14][CH:15]=[C:16]([C:19]([CH3:21])=[O:20])[C:17]=2[OH:18])=[CH:11][CH:12]=1.